This data is from Reaction yield outcomes from USPTO patents with 853,638 reactions. The task is: Predict the reaction yield, written as a fraction of the theoretical maximum amount of product (1.0 means a 100% yield; for example, 0.34 means a 34% yield). (1) The reactants are F[C:2]1[C:7]([F:8])=[C:6]([F:9])[CH:5]=[C:4]([F:10])[C:3]=1[N+:11]([O-:13])=[O:12].[F:14][C:15]1[CH:21]=[C:20]([Br:22])[CH:19]=[CH:18][C:16]=1[NH2:17]. No catalyst specified. The product is [Br:22][C:20]1[CH:19]=[CH:18][C:16]([NH:17][C:2]2[C:3]([N+:11]([O-:13])=[O:12])=[C:4]([F:10])[CH:5]=[C:6]([F:9])[C:7]=2[F:8])=[C:15]([F:14])[CH:21]=1. The yield is 0.640. (2) The reactants are [Cl:1][C:2]1[CH:3]=[C:4]([N:11]2[CH2:16][CH2:15][N:14]([C:17]3[CH:22]=[C:21]([CH3:23])[CH:20]=[C:19]([CH3:24])[N:18]=3)[CH2:13][CH2:12]2)[CH:5]=[CH:6][C:7]=1[N+:8]([O-])=O.C(N(CC)CC)C. The catalyst is C(OCC)(=O)C.C(O)C. The product is [Cl:1][C:2]1[CH:3]=[C:4]([N:11]2[CH2:16][CH2:15][N:14]([C:17]3[CH:22]=[C:21]([CH3:23])[CH:20]=[C:19]([CH3:24])[N:18]=3)[CH2:13][CH2:12]2)[CH:5]=[CH:6][C:7]=1[NH2:8]. The yield is 0.640. (3) The reactants are C([Li])CCC.Br[C:7]1[CH:8]=[N:9][N:10]([CH:12]([CH3:14])[CH3:13])[CH:11]=1.[Cl-].[CH2:16]([SnH:20]([CH2:25][CH2:26][CH2:27][CH3:28])[CH2:21][CH2:22][CH2:23][CH3:24])[CH2:17][CH2:18][CH3:19]. The catalyst is C(OCC)C. The product is [CH:12]([N:10]1[CH:11]=[C:7]([Sn:20]([CH2:21][CH2:22][CH2:23][CH3:24])([CH2:25][CH2:26][CH2:27][CH3:28])[CH2:16][CH2:17][CH2:18][CH3:19])[CH:8]=[N:9]1)([CH3:14])[CH3:13]. The yield is 0.940. (4) The reactants are [C:1]([NH:5][C:6]([C:8]1[C:16]2[C:11](=[N:12][CH:13]=[C:14]([C:17]3[C:25]4[C:20](=[CH:21][C:22]([S:26]([CH3:29])(=[O:28])=[O:27])=[CH:23][CH:24]=4)[N:19]([CH3:30])[N:18]=3)[N:15]=2)[N:10](COCC[Si](C)(C)C)[CH:9]=1)=[O:7])([CH3:4])([CH3:3])[CH3:2].FC(F)(F)C(O)=O.C(N)CN.O. The catalyst is ClCCl.C(OCC)(=O)C. The product is [C:1]([NH:5][C:6]([C:8]1[C:16]2[C:11](=[N:12][CH:13]=[C:14]([C:17]3[C:25]4[C:20](=[CH:21][C:22]([S:26]([CH3:29])(=[O:27])=[O:28])=[CH:23][CH:24]=4)[N:19]([CH3:30])[N:18]=3)[N:15]=2)[NH:10][CH:9]=1)=[O:7])([CH3:4])([CH3:3])[CH3:2]. The yield is 0.670. (5) The reactants are C(N(CC)CC)C.[CH2:8]([C:10]([C:21]1[CH:26]=[CH:25][C:24](OS(C(F)(F)F)(=O)=O)=[C:23]([CH3:35])[CH:22]=1)([C:13]1[CH:18]=[CH:17][C:16]([OH:19])=[C:15]([CH3:20])[CH:14]=1)[CH2:11][CH3:12])[CH3:9].[C:36]([C:38]1([OH:44])[CH2:43][CH2:42][CH2:41][CH2:40][CH2:39]1)#[CH:37]. The catalyst is C(#N)C. The product is [CH2:8]([C:10]([C:13]1[CH:18]=[CH:17][C:16]([OH:19])=[C:15]([CH3:20])[CH:14]=1)([C:21]1[CH:26]=[CH:25][C:24]([C:37]#[C:36][C:38]2([OH:44])[CH2:43][CH2:42][CH2:41][CH2:40][CH2:39]2)=[C:23]([CH3:35])[CH:22]=1)[CH2:11][CH3:12])[CH3:9]. The yield is 0.630. (6) The reactants are [CH3:1][N:2]1[C:14]2[C:5](=[C:6]3[C:11](=[CH:12][CH:13]=2)[N:10]=[CH:9][CH:8]=[N:7]3)[N:4]=[C:3]1[CH2:15][OH:16]. The catalyst is C(Cl)Cl.[O-2].[O-2].[Mn+4]. The product is [CH3:1][N:2]1[C:14]2[C:5](=[C:6]3[C:11](=[CH:12][CH:13]=2)[N:10]=[CH:9][CH:8]=[N:7]3)[N:4]=[C:3]1[CH:15]=[O:16]. The yield is 0.360. (7) The reactants are [Cl:1][C:2]1[CH:3]=[C:4]([CH:6]=[CH:7][C:8]=1[O:9][C:10]1[C:19]2[C:14](=[CH:15][C:16]([O:22][CH3:23])=[C:17]([O:20][CH3:21])[CH:18]=2)[N:13]=[CH:12][N:11]=1)[NH2:5].C(N(CC)CC)C.ClC(Cl)(O[C:35](=[O:41])OC(Cl)(Cl)Cl)Cl.[NH2:43][C:44]1[S:48][N:47]=[C:46]([CH3:49])[CH:45]=1. The catalyst is C(Cl)(Cl)Cl.O. The product is [Cl:1][C:2]1[CH:3]=[C:4]([NH:5][C:35]([NH:43][C:44]2[S:48][N:47]=[C:46]([CH3:49])[CH:45]=2)=[O:41])[CH:6]=[CH:7][C:8]=1[O:9][C:10]1[C:19]2[C:14](=[CH:15][C:16]([O:22][CH3:23])=[C:17]([O:20][CH3:21])[CH:18]=2)[N:13]=[CH:12][N:11]=1. The yield is 0.270. (8) The reactants are [BH4-].[Na+].[Br:3][C:4]1[CH:19]=[CH:18][C:7]([CH2:8][N:9]2[CH:14]3[CH2:15][CH2:16][CH:10]2[CH2:11][C:12](=[O:17])[CH2:13]3)=[CH:6][CH:5]=1. The catalyst is CO.O. The product is [Br:3][C:4]1[CH:5]=[CH:6][C:7]([CH2:8][N:9]2[CH:14]3[CH2:15][CH2:16][CH:10]2[CH2:11][CH:12]([OH:17])[CH2:13]3)=[CH:18][CH:19]=1. The yield is 0.900. (9) The reactants are [F:1][C:2]1[CH:10]=[CH:9][C:5]([C:6]([NH2:8])=[O:7])=[CH:4][CH:3]=1.[Cl:11][CH2:12][C:13]([CH2:15]Cl)=O. The catalyst is CCO.C1COCC1. The product is [Cl:11][CH2:12][C:13]1[N:8]=[C:6]([C:5]2[CH:9]=[CH:10][C:2]([F:1])=[CH:3][CH:4]=2)[O:7][CH:15]=1. The yield is 0.320.